This data is from Forward reaction prediction with 1.9M reactions from USPTO patents (1976-2016). The task is: Predict the product of the given reaction. Given the reactants [CH3:1][O:2][C:3]1[CH:11]=[C:10]2[C:6]([C:7]([CH:13]=O)=[CH:8][N:9]2[CH3:12])=[CH:5][CH:4]=1.C[C:16]1[NH:17]C2C(C=1C=O)=CC=CC=2, predict the reaction product. The product is: [CH3:1][O:2][C:3]1[CH:11]=[C:10]2[C:6]([C:7]([CH2:13][NH:17][CH3:16])=[CH:8][N:9]2[CH3:12])=[CH:5][CH:4]=1.